From a dataset of Full USPTO retrosynthesis dataset with 1.9M reactions from patents (1976-2016). Predict the reactants needed to synthesize the given product. (1) Given the product [C:1]([C:9]1[CH:10]=[N:11][C:12]2[C:17]([C:18]=1[C:19]1[CH:20]=[C:21]([NH:25][C:26]([NH:28][C:29]3[CH:30]=[C:31]([CH:36]=[CH:37][CH:38]=3)[C:32]([OH:34])=[O:33])=[O:27])[CH:22]=[CH:23][CH:24]=1)=[CH:16][CH:15]=[CH:14][C:13]=2[C:39]([F:42])([F:40])[F:41])(=[O:8])[C:2]1[CH:7]=[CH:6][CH:5]=[CH:4][CH:3]=1, predict the reactants needed to synthesize it. The reactants are: [C:1]([C:9]1[CH:10]=[N:11][C:12]2[C:17]([C:18]=1[C:19]1[CH:20]=[C:21]([NH:25][C:26]([NH:28][C:29]3[CH:30]=[C:31]([CH:36]=[CH:37][CH:38]=3)[C:32]([O:34]C)=[O:33])=[O:27])[CH:22]=[CH:23][CH:24]=1)=[CH:16][CH:15]=[CH:14][C:13]=2[C:39]([F:42])([F:41])[F:40])(=[O:8])[C:2]1[CH:7]=[CH:6][CH:5]=[CH:4][CH:3]=1.[Li+].[OH-]. (2) Given the product [CH2:1]([C:8]1[S:12][C:11]([NH:13][C:28](=[O:29])[C:27]2[CH:31]=[CH:32][C:24]([C:22]#[N:23])=[CH:25][CH:26]=2)=[N:10][C:9]=1[C:14]1[CH:15]=[CH:16][C:17]([O:20][CH3:21])=[CH:18][CH:19]=1)[C:2]1[CH:3]=[CH:4][CH:5]=[CH:6][CH:7]=1, predict the reactants needed to synthesize it. The reactants are: [CH2:1]([C:8]1[S:12][C:11]([NH2:13])=[N:10][C:9]=1[C:14]1[CH:19]=[CH:18][C:17]([O:20][CH3:21])=[CH:16][CH:15]=1)[C:2]1[CH:7]=[CH:6][CH:5]=[CH:4][CH:3]=1.[C:22]([C:24]1[CH:32]=[CH:31][C:27]([C:28](Cl)=[O:29])=[CH:26][CH:25]=1)#[N:23].